This data is from Reaction yield outcomes from USPTO patents with 853,638 reactions. The task is: Predict the reaction yield, written as a fraction of the theoretical maximum amount of product (1.0 means a 100% yield; for example, 0.34 means a 34% yield). (1) The reactants are Cl.[NH2:2][CH2:3][C:4]1[CH:5]=[C:6]([CH2:10][N:11]2[C:19]3[C:14](=[C:15]([O:20][CH3:21])[CH:16]=[CH:17][CH:18]=3)[C:13]([NH:22][S:23]([C:26]3[S:27][C:28]([Cl:31])=[CH:29][CH:30]=3)(=[O:25])=[O:24])=[N:12]2)[CH:7]=[CH:8][CH:9]=1.[CH3:32][S:33](Cl)(=[O:35])=[O:34].N1C=CC=CC=1. The catalyst is C(Cl)Cl. The product is [Cl:31][C:28]1[S:27][C:26]([S:23]([NH:22][C:13]2[C:14]3[C:19](=[CH:18][CH:17]=[CH:16][C:15]=3[O:20][CH3:21])[N:11]([CH2:10][C:6]3[CH:7]=[CH:8][CH:9]=[C:4]([CH2:3][NH:2][S:33]([CH3:32])(=[O:35])=[O:34])[CH:5]=3)[N:12]=2)(=[O:25])=[O:24])=[CH:30][CH:29]=1. The yield is 0.190. (2) The reactants are [C:1]([NH2:4])(=O)[CH3:2].O=P(Cl)(Cl)Cl.[BH4-].[Na+].[C:12]1([CH3:18])[CH:17]=[CH:16][CH:15]=[CH:14][CH:13]=1. The catalyst is C(O)C. The product is [CH2:18]1[C:12]2[C:13](=[CH:14][CH:15]=[CH:16][CH:17]=2)[CH2:2][CH2:1][NH:4]1. The yield is 0.510. (3) The product is [CH2:18]([C:11]1[CH:10]=[C:9]([CH:14]=[CH:13][CH:12]=1)[CH:7]=[O:8])[C:19]1[CH:24]=[CH:23][CH:22]=[CH:21][CH:20]=1. The catalyst is C1C=CC([P]([Pd]([P](C2C=CC=CC=2)(C2C=CC=CC=2)C2C=CC=CC=2)([P](C2C=CC=CC=2)(C2C=CC=CC=2)C2C=CC=CC=2)[P](C2C=CC=CC=2)(C2C=CC=CC=2)C2C=CC=CC=2)(C2C=CC=CC=2)C2C=CC=CC=2)=CC=1.C1COCC1. The yield is 0.800. The reactants are C([O-])([O-])=O.[K+].[K+].[CH:7]([C:9]1[CH:10]=[C:11](B(O)O)[CH:12]=[CH:13][CH:14]=1)=[O:8].[CH2:18](Br)[C:19]1[CH:24]=[CH:23][CH:22]=[CH:21][CH:20]=1. (4) The reactants are [NH2:1][C:2]1[CH:3]=[CH:4][C:5](Cl)=[C:6]([CH:10]=1)[C:7]([NH2:9])=[O:8].[F:12][C:13]([F:24])([F:23])[C:14]1[CH:19]=[CH:18][C:17](B(O)O)=[CH:16][CH:15]=1.P([O-])([O-])([O-])=O.[K+].[K+].[K+].C1(P(C2CCCCC2)C2C=CC=CC=2C2C=CC=CC=2N(C)C)CCCCC1. The catalyst is O1CCOCC1.C(=O)(O)[O-].[Na+].C([O-])(=O)C.[Pd+2].C([O-])(=O)C. The product is [NH2:1][C:2]1[CH:10]=[C:6]([C:7]([NH2:9])=[O:8])[C:5]([C:17]2[CH:18]=[CH:19][C:14]([C:13]([F:24])([F:23])[F:12])=[CH:15][CH:16]=2)=[CH:4][CH:3]=1. The yield is 0.550. (5) The reactants are [CH3:1][Si](C=[N+]=[N-])(C)C.[CH3:8][O:9][C:10]1[N:15]=[N:14][C:13]([N:16]2[C:20]([C:21]3[CH:26]=[N:25][C:24]([CH3:27])=[CH:23][N:22]=3)=[CH:19][C:18]([C:28]([OH:30])=[O:29])=[N:17]2)=[CH:12][CH:11]=1. The catalyst is CCCCCC.ClCCl.CO. The product is [CH3:1][O:29][C:28]([C:18]1[CH:19]=[C:20]([C:21]2[CH:26]=[N:25][C:24]([CH3:27])=[CH:23][N:22]=2)[N:16]([C:13]2[N:14]=[N:15][C:10]([O:9][CH3:8])=[CH:11][CH:12]=2)[N:17]=1)=[O:30]. The yield is 0.930. (6) The reactants are [CH2:1]([OH:77])[C@H:2]1[O:7][C@@H:6]2[O:8][C@H:9]3[C@H:14]([OH:15])[C@@H:13]([OH:16])[C@@H:12]([O:17][C@H:18]4[C@H:23]([OH:24])[C@@H:22]([OH:25])[C@@H:21]([O:26][C@H:27]5[C@H:32]([OH:33])[C@@H:31]([OH:34])[C@@H:30]([O:35][C@H:36]6[C@H:41]([OH:42])[C@@H:40]([OH:43])[C@@H:39]([O:44][C@H:45]7[C@H:50]([OH:51])[C@@H:49]([OH:52])[C@@H:48]([O:53][C@H:54]8[C@H:60]([OH:61])[C@@H:59]([OH:62])[C@@H:57]([O:58][C@H:3]1[C@H:4]([OH:76])[C@H:5]2[OH:75])[O:56][C@@H:55]8[CH2:63][OH:64])[O:47][C@@H:46]7[CH2:65][OH:66])[O:38][C@@H:37]6[CH2:67][OH:68])[O:29][C@@H:28]5[CH2:69][OH:70])[O:20][C@@H:19]4[CH2:71][OH:72])[O:11][C@@H:10]3[CH2:73][OH:74].C(ON1C(=O)CCC1=O)(=O)CCCCCCC(ON1C(=O)CCC1=O)=O.C(ON1C(=O)CCC1=O)(=O)CCCCCCC(ON1C(=O)CCC1=O)=O. No catalyst specified. The product is [CH2:67]([OH:68])[C@H:37]1[O:38][C@@H:39]2[O:44][C@H:45]3[C@H:50]([OH:51])[C@@H:49]([OH:52])[C@@H:48]([O:53][C@H:54]4[C@H:60]([OH:61])[C@@H:59]([OH:62])[C@@H:57]([O:58][C@H:3]5[C@H:4]([OH:76])[C@@H:5]([OH:75])[C@@H:6]([O:8][C@H:9]6[C@H:14]([OH:15])[C@@H:13]([OH:16])[C@@H:12]([O:17][C@H:18]7[C@H:23]([OH:24])[C@@H:22]([OH:25])[C@@H:21]([O:26][C@H:27]8[C@H:32]([OH:33])[C@@H:31]([OH:34])[C@@H:30]([O:35][C@H:36]1[C@H:41]([OH:42])[C@H:40]2[OH:43])[O:29][C@@H:28]8[CH2:69][OH:70])[O:20][C@@H:19]7[CH2:71][OH:72])[O:11][C@@H:10]6[CH2:73][OH:74])[O:7][C@@H:2]5[CH2:1][OH:77])[O:56][C@@H:55]4[CH2:63][OH:64])[O:47][C@@H:46]3[CH2:65][OH:66]. The yield is 0.670. (7) The reactants are C(Cl)(=O)C([Cl:4])=O.[F:7][C:8]1([CH:20]([CH3:24])[C:21](O)=[O:22])[CH2:13][CH:12]=[CH:11][CH:10]=[C:9]1[C:14]1[CH:19]=[CH:18][CH:17]=[CH:16][CH:15]=1. The catalyst is CN(C)C=O.C(Cl)Cl. The product is [F:7][C:8]1([CH:20]([CH3:24])[C:21]([Cl:4])=[O:22])[CH2:13][CH:12]=[CH:11][CH:10]=[C:9]1[C:14]1[CH:19]=[CH:18][CH:17]=[CH:16][CH:15]=1. The yield is 1.00.